From a dataset of Forward reaction prediction with 1.9M reactions from USPTO patents (1976-2016). Predict the product of the given reaction. (1) Given the reactants Cl.Cl.[C@H]1(CN2C[CH2:18][CH:17]([NH:20][C:21]([C:23]3[NH:24][C:25]4[C:30]([CH:31]=3)=[C:29]([O:32][CH2:33][C:34]3[C:38]5[CH:39]=[C:40]([Cl:43])[CH:41]=[CH:42][C:37]=5[O:36][CH:35]=3)[CH:28]=[CH:27][CH:26]=4)=[O:22])[CH2:16][CH2:15]2)[C@@H]2N(CCCC2)CCC1.NC1C=C[C:48]([CH2:51][CH2:52][OH:53])=[CH:47]C=1, predict the reaction product. The product is: [OH:53][CH2:52][CH2:51][C:48]1[CH:15]=[CH:16][C:17]([NH:20][C:21]([C:23]2[NH:24][C:25]3[C:30]([CH:31]=2)=[C:29]([O:32][CH2:33][C:34]2[C:38]4[CH:39]=[C:40]([Cl:43])[CH:41]=[CH:42][C:37]=4[O:36][CH:35]=2)[CH:28]=[CH:27][CH:26]=3)=[O:22])=[CH:18][CH:47]=1. (2) Given the reactants [OH:1][C:2]1[C:9]([C:10]([F:13])([F:12])[F:11])=[CH:8][C:5]([CH:6]=O)=[CH:4][C:3]=1[N+:14]([O-:16])=[O:15].[C:17]1([C:23](=O)[CH2:24][C:25]2[CH:30]=[CH:29][CH:28]=[CH:27][CH:26]=2)[CH:22]=[CH:21][CH:20]=[CH:19][CH:18]=1.[NH2:32][C:33]([NH2:35])=[O:34].Cl, predict the reaction product. The product is: [OH:1][C:2]1[C:9]([C:10]([F:13])([F:12])[F:11])=[CH:8][C:5]([CH:6]2[C:24]([C:25]3[CH:30]=[CH:29][CH:28]=[CH:27][CH:26]=3)=[C:23]([C:17]3[CH:22]=[CH:21][CH:20]=[CH:19][CH:18]=3)[NH:35][C:33](=[O:34])[NH:32]2)=[CH:4][C:3]=1[N+:14]([O-:16])=[O:15]. (3) Given the reactants [NH:1]1[C:9]2[C:4](=[CH:5][CH:6]=[CH:7][CH:8]=2)[C:3]([C:10](Cl)=[O:11])=[N:2]1.[NH2:13][C:14]1[C:15]([C:20]([NH:22][CH2:23][CH:24]2[CH2:27][CH2:26][CH2:25]2)=[O:21])=[N:16][CH:17]=[CH:18][CH:19]=1, predict the reaction product. The product is: [CH:24]1([CH2:23][NH:22][C:20]([C:15]2[C:14]([NH:13][C:10]([C:3]3[C:4]4[C:9](=[CH:8][CH:7]=[CH:6][CH:5]=4)[NH:1][N:2]=3)=[O:11])=[CH:19][CH:18]=[CH:17][N:16]=2)=[O:21])[CH2:27][CH2:26][CH2:25]1. (4) Given the reactants [NH2:1][C@H:2]1[CH2:6][CH2:5][N:4]([C:7]([O:9][C:10]([CH3:13])([CH3:12])[CH3:11])=[O:8])[CH2:3]1.CN(C)/[CH:16]=[C:17](/[C:23](=[O:32])[C:24]1[CH:29]=[C:28]([I:30])[CH:27]=[CH:26][C:25]=1F)\[C:18]([O:20][CH2:21][CH3:22])=[O:19].C(=O)([O-])[O-].[K+].[K+], predict the reaction product. The product is: [C:10]([O:9][C:7]([N:4]1[CH2:5][CH2:6][C@@H:2]([N:1]2[C:25]3[C:24](=[CH:29][C:28]([I:30])=[CH:27][CH:26]=3)[C:23](=[O:32])[C:17]([C:18]([O:20][CH2:21][CH3:22])=[O:19])=[CH:16]2)[CH2:3]1)=[O:8])([CH3:13])([CH3:12])[CH3:11]. (5) Given the reactants [CH3:1][N:2]([CH3:30])[C:3]1([C:24]2[CH:29]=[CH:28][CH:27]=[CH:26][CH:25]=2)[CH2:8][CH2:7][CH:6]([NH:9][CH:10]([CH2:14][C:15]2[C:23]3[C:18](=[CH:19][CH:20]=[CH:21][CH:22]=3)[NH:17][CH:16]=2)[C:11]([NH2:13])=O)[CH2:5][CH2:4]1.N1C=CC=CC=1.ClCCl.[F:40][C:41]([F:52])([F:51])[C:42](O[C:42](=[O:43])[C:41]([F:52])([F:51])[F:40])=[O:43], predict the reaction product. The product is: [C:11]([CH:10]([N:9]([CH:6]1[CH2:7][CH2:8][C:3]([N:2]([CH3:30])[CH3:1])([C:24]2[CH:25]=[CH:26][CH:27]=[CH:28][CH:29]=2)[CH2:4][CH2:5]1)[C:42](=[O:43])[C:41]([F:52])([F:51])[F:40])[CH2:14][C:15]1[C:23]2[C:18](=[CH:19][CH:20]=[CH:21][CH:22]=2)[NH:17][CH:16]=1)#[N:13]. (6) Given the reactants [F:1][C:2]([F:33])([F:32])[C:3]1[CH:4]=[C:5]([C@H:13]([O:15][C@H:16]2[O:24][CH2:23][C@@H:19]3[CH2:20][NH:21][CH2:22][C@H:18]3[C@@H:17]2[C:25]2[CH:30]=[CH:29][CH:28]=[CH:27][C:26]=2[CH3:31])[CH3:14])[CH:6]=[C:7]([C:9]([F:12])([F:11])[F:10])[CH:8]=1.CO[C:36]1[CH2:41][N:40]([CH3:42])[CH2:39][C:38](=[O:43])[CH:37]=1, predict the reaction product. The product is: [F:33][C:2]([F:1])([F:32])[C:3]1[CH:4]=[C:5]([C@H:13]([O:15][C@H:16]2[O:24][CH2:23][C@@H:19]3[CH2:20][N:21]([C:36]4[CH2:41][N:40]([CH3:42])[CH2:39][C:38](=[O:43])[CH:37]=4)[CH2:22][C@H:18]3[C@@H:17]2[C:25]2[CH:30]=[CH:29][CH:28]=[CH:27][C:26]=2[CH3:31])[CH3:14])[CH:6]=[C:7]([C:9]([F:10])([F:11])[F:12])[CH:8]=1. (7) Given the reactants [CH3:1][O:2][C:3]1[CH:8]=[CH:7][C:6]([C:9]2[C:14]([C:15]3[CH:20]=[CH:19][C:18]([O:21][CH3:22])=[CH:17][CH:16]=3)=[N:13][N:12]([CH2:23][CH2:24]O)[C:11](=[O:26])[CH:10]=2)=[CH:5][CH:4]=1.[Cl-].[NH:28]1[CH2:33][CH2:32][CH2:31][CH2:30][CH2:29]1, predict the reaction product. The product is: [CH3:1][O:2][C:3]1[CH:8]=[CH:7][C:6]([C:9]2[C:14]([C:15]3[CH:16]=[CH:17][C:18]([O:21][CH3:22])=[CH:19][CH:20]=3)=[N:13][N:12]([CH2:23][CH2:24][N:28]3[CH2:33][CH2:32][CH2:31][CH2:30][CH2:29]3)[C:11](=[O:26])[CH:10]=2)=[CH:5][CH:4]=1.